Predict the product of the given reaction. From a dataset of Forward reaction prediction with 1.9M reactions from USPTO patents (1976-2016). (1) Given the reactants [O:1]=O.[F:3][C:4]1([C:7]2[CH:12]=[CH:11]C(C)=[CH:9][CH:8]=2)[CH2:6][CH2:5]1.[CH:14](=[O:16])[CH3:15], predict the reaction product. The product is: [F:3][C:4]1([C:7]2[CH:12]=[CH:11][C:15]([C:14]([OH:1])=[O:16])=[CH:9][CH:8]=2)[CH2:6][CH2:5]1. (2) Given the reactants CC1C=CC(S(O[CH2:12][CH:13]2[O:18][C:17]3[CH:19]=[C:20]([S:23]([CH3:26])(=[O:25])=[O:24])[CH:21]=[CH:22][C:16]=3[O:15][CH2:14]2)(=O)=O)=CC=1.[CH3:27][CH:28]([CH3:31])[CH2:29][NH2:30], predict the reaction product. The product is: [CH3:27][CH:28]([CH3:31])[CH2:29][NH:30][CH2:12][CH:13]1[O:18][C:17]2[CH:19]=[C:20]([S:23]([CH3:26])(=[O:24])=[O:25])[CH:21]=[CH:22][C:16]=2[O:15][CH2:14]1. (3) Given the reactants Cl.[N:2]12[CH2:9][CH2:8][C:5]([C:10](O)=[O:11])([CH2:6][CH2:7]1)[CH2:4][CH2:3]2.CO, predict the reaction product. The product is: [N:2]12[CH2:9][CH2:8][C:5]([CH2:10][OH:11])([CH2:6][CH2:7]1)[CH2:4][CH2:3]2. (4) Given the reactants [C:1]1([CH2:7][CH2:8][C:9]2[NH:14][C:13](=[O:15])[C:12]([O:16]C3CCCCO3)=[CH:11][N:10]=2)[CH:6]=[CH:5][CH:4]=[CH:3][CH:2]=1.CC1C=CC(S(O)(=O)=O)=CC=1, predict the reaction product. The product is: [OH:16][C:12]1[C:13](=[O:15])[NH:14][C:9]([CH2:8][CH2:7][C:1]2[CH:2]=[CH:3][CH:4]=[CH:5][CH:6]=2)=[N:10][CH:11]=1. (5) Given the reactants [Cl:1][C:2]1[CH:3]=[C:4]([C@@H:12]([CH2:16][CH:17]2[CH2:21][CH2:20][CH2:19][CH2:18]2)[C:13]([OH:15])=O)[CH:5]=[CH:6][C:7]=1[S:8]([CH3:11])(=[O:10])=[O:9].C(Cl)(=O)C(Cl)=O.[NH2:28][C:29]1[CH:34]=[N:33][C:32]([CH:35]=[C:36]([CH3:38])[CH3:37])=[CH:31][N:30]=1.N1C=CC=CC=1, predict the reaction product. The product is: [Cl:1][C:2]1[CH:3]=[C:4]([C@@H:12]([CH2:16][CH:17]2[CH2:21][CH2:20][CH2:19][CH2:18]2)[C:13]([NH:28][C:29]2[CH:34]=[N:33][C:32]([CH:35]=[C:36]([CH3:38])[CH3:37])=[CH:31][N:30]=2)=[O:15])[CH:5]=[CH:6][C:7]=1[S:8]([CH3:11])(=[O:9])=[O:10].